This data is from Forward reaction prediction with 1.9M reactions from USPTO patents (1976-2016). The task is: Predict the product of the given reaction. (1) Given the reactants [CH3:1][CH:2]1[CH2:8][C:7]2[CH:9]=[C:10]3[O:15][CH2:14][O:13][C:11]3=[CH:12][C:6]=2[C:5]([C:16]2[CH:21]=[CH:20][C:19]([N+:22]([O-:24])=[O:23])=[CH:18][CH:17]=2)=[N:4][N:3]1[C:25](=[S:28])[NH:26][NH2:27].[CH2:29](N(CC)CC)[CH3:30].C(Cl)(=O)C.C1(C)C=CC(S(O)(=O)=O)=CC=1, predict the reaction product. The product is: [CH3:1][CH:2]1[CH2:8][C:7]2[CH:9]=[C:10]3[O:15][CH2:14][O:13][C:11]3=[CH:12][C:6]=2[C:5]([C:16]2[CH:17]=[CH:18][C:19]([N+:22]([O-:24])=[O:23])=[CH:20][CH:21]=2)=[N:4][N:3]1[C:25]1[S:28][C:29]([CH3:30])=[N:27][N:26]=1. (2) Given the reactants F[P-](F)(F)(F)(F)F.[CH3:8][N+:9]1[CH:14]=[CH:13][CH:12]=[CH:11][C:10]=1[CH2:15][C:16]([C:18]1[CH:23]=[CH:22][C:21]([CH3:24])=[CH:20][CH:19]=1)=[O:17].[Na+].[I-:26], predict the reaction product. The product is: [I-:26].[CH3:8][N+:9]1[CH:14]=[CH:13][CH:12]=[CH:11][C:10]=1[CH2:15][C:16]([C:18]1[CH:19]=[CH:20][C:21]([CH3:24])=[CH:22][CH:23]=1)=[O:17]. (3) Given the reactants [C:1]([NH2:5])([CH3:4])([CH3:3])[CH3:2].[CH3:6][N:7]1[C:11]([C:12](=[O:23])[NH:13][C:14]2[CH:19]=[C:18]([F:20])[C:17]([F:21])=[C:16]([F:22])[CH:15]=2)=[CH:10][C:9]([S:24](Cl)(=[O:26])=[O:25])=[CH:8]1.O, predict the reaction product. The product is: [C:1]([NH:5][S:24]([C:9]1[CH:10]=[C:11]([C:12]([NH:13][C:14]2[CH:19]=[C:18]([F:20])[C:17]([F:21])=[C:16]([F:22])[CH:15]=2)=[O:23])[N:7]([CH3:6])[CH:8]=1)(=[O:26])=[O:25])([CH3:4])([CH3:3])[CH3:2]. (4) Given the reactants C(N(CC)CC)C.[C:8]([Si:10]([CH3:13])([CH3:12])[CH3:11])#[CH:9].Br[C:15]1[C:16]([C:22]#[N:23])=[N:17][CH:18]=[C:19]([Cl:21])[CH:20]=1, predict the reaction product. The product is: [Cl:21][C:19]1[CH:20]=[C:15]([C:9]#[C:8][Si:10]([CH3:13])([CH3:12])[CH3:11])[C:16]([C:22]#[N:23])=[N:17][CH:18]=1. (5) Given the reactants C(=O)([O-])[O-].[K+].[K+].[C:7]([O:11][C:12]([NH:14][C@H:15]([C:26]([N:28]([CH3:30])[CH3:29])=[O:27])[CH2:16][C:17]1[CH:22]=[CH:21][C:20](B(O)O)=[CH:19][CH:18]=1)=[O:13])([CH3:10])([CH3:9])[CH3:8].Br[C:32]1[CH:37]=[CH:36][CH:35]=[CH:34][CH:33]=1, predict the reaction product. The product is: [C:20]1([C:32]2[CH:37]=[CH:36][CH:35]=[CH:34][CH:33]=2)[CH:21]=[CH:22][C:17]([CH2:16][C@H:15]([NH:14][C:12](=[O:13])[O:11][C:7]([CH3:10])([CH3:9])[CH3:8])[C:26]([N:28]([CH3:30])[CH3:29])=[O:27])=[CH:18][CH:19]=1. (6) The product is: [N:1]1([CH2:14][C:15]2[CH:16]=[C:17]([C:21]3[CH:25]=[C:24]([CH2:26][CH:27]([CH3:29])[CH3:28])[S:23][C:22]=3[S:30]([NH:33][C:34]([CH3:36])([CH3:35])[CH3:37])(=[O:31])=[O:32])[CH:18]=[CH:19][CH:20]=2)[CH2:5][CH2:4][CH2:3][C:2]1=[O:6]. Given the reactants [NH:1]1[CH2:5][CH2:4][CH2:3][C:2]1=[O:6].CC([O-])(C)C.[K+].Br[CH2:14][C:15]1[CH:16]=[C:17]([C:21]2[CH:25]=[C:24]([CH2:26][CH:27]([CH3:29])[CH3:28])[S:23][C:22]=2[S:30]([NH:33][C:34]([CH3:37])([CH3:36])[CH3:35])(=[O:32])=[O:31])[CH:18]=[CH:19][CH:20]=1, predict the reaction product. (7) Given the reactants I[C:2]1[CH:3]=[N:4][CH:5]=[CH:6][CH:7]=1.C([Mg]Cl)(C)C.C([Cu])#N.C([O:19][C@@H:20]1[CH2:24][C@H:23](O)[CH:22]=[CH:21]1)(=O)C, predict the reaction product. The product is: [N:4]1[CH:5]=[CH:6][CH:7]=[C:2]([C@H:23]2[CH2:24][C@H:20]([OH:19])[CH:21]=[CH:22]2)[CH:3]=1.